From a dataset of Full USPTO retrosynthesis dataset with 1.9M reactions from patents (1976-2016). Predict the reactants needed to synthesize the given product. (1) Given the product [Cl:26][C:27]1[CH:32]=[CH:31][C:30]([NH:33][C:34](=[O:35])[O:18][C:15]2[CH:16]=[C:17]3[C:12]([CH2:11][CH2:10][CH2:9][N:8]3[CH2:1][C:2]3[CH:3]=[CH:4][CH:5]=[CH:6][CH:7]=3)=[CH:13][CH:14]=2)=[CH:29][CH:28]=1, predict the reactants needed to synthesize it. The reactants are: [CH2:1]([N:8]1[C:17]2[C:12](=[CH:13][CH:14]=[C:15]([OH:18])[CH:16]=2)[CH2:11][CH2:10][CH2:9]1)[C:2]1[CH:7]=[CH:6][CH:5]=[CH:4][CH:3]=1.C(N(CC)CC)C.[Cl:26][C:27]1[CH:32]=[CH:31][C:30]([N:33]=[C:34]=[O:35])=[CH:29][CH:28]=1. (2) Given the product [Cl:8][C:9]1[C:18]([N+:19]([O-:21])=[O:20])=[C:17]([NH:23][CH2:24][C:25]2([OH:31])[CH2:30][CH2:29][S:28][CH2:27][CH2:26]2)[C:16]2[C:11](=[CH:12][CH:13]=[CH:14][CH:15]=2)[N:10]=1, predict the reactants needed to synthesize it. The reactants are: C(N(CC)CC)C.[Cl:8][C:9]1[C:18]([N+:19]([O-:21])=[O:20])=[C:17](Cl)[C:16]2[C:11](=[CH:12][CH:13]=[CH:14][CH:15]=2)[N:10]=1.[NH2:23][CH2:24][C:25]1([OH:31])[CH2:30][CH2:29][S:28][CH2:27][CH2:26]1. (3) Given the product [C:26]([O:30][C:14]([C:12]1[C:11]([C:16]([OH:15])=[O:17])=[N:10][C:9]([C:19]2[CH:20]=[CH:21][C:22]([CH3:25])=[CH:23][CH:24]=2)=[C:8]([C:5]2[CH:4]=[CH:3][C:2]([CH3:1])=[CH:7][CH:6]=2)[N:13]=1)=[O:18])([CH3:29])([CH3:28])[CH3:27], predict the reactants needed to synthesize it. The reactants are: [CH3:1][C:2]1[CH:7]=[CH:6][C:5]([C:8]2[N:13]=[C:12]3[C:14](=[O:18])[O:15][C:16](=[O:17])[C:11]3=[N:10][C:9]=2[C:19]2[CH:24]=[CH:23][C:22]([CH3:25])=[CH:21][CH:20]=2)=[CH:4][CH:3]=1.[C:26]([OH:30])([CH3:29])([CH3:28])[CH3:27]. (4) Given the product [NH2:1][C:2]([C:4]1[CH:5]=[N:6][C:7]2[C:12]([C:13]=1[NH:14][C:15]1[CH:16]=[C:17]([CH:23]=[CH:24][CH:25]=1)[C:18]([OH:20])=[O:19])=[CH:11][CH:10]=[C:9]([C:51]1[C:52]([O:61][CH3:62])=[N:53][C:54]([O:59][CH3:60])=[N:55][C:56]=1[O:57][CH3:58])[CH:8]=2)=[O:3], predict the reactants needed to synthesize it. The reactants are: [NH2:1][C:2]([C:4]1[CH:5]=[N:6][C:7]2[C:12]([C:13]=1[NH:14][C:15]1[CH:16]=[C:17]([CH:23]=[CH:24][CH:25]=1)[C:18]([O:20]CC)=[O:19])=[CH:11][CH:10]=[C:9](Br)[CH:8]=2)=[O:3].B1(B2OC(C)(C)C(C)(C)O2)OC(C)(C)C(C)(C)O1.C([O-])(=O)C.[K+].Br[C:51]1[C:52]([O:61][CH3:62])=[N:53][C:54]([O:59][CH3:60])=[N:55][C:56]=1[O:57][CH3:58].C(=O)(O)[O-].[Na+].[OH-].[Na+]. (5) Given the product [CH3:1][C:2]1[CH:7]=[C:6]([C:8]2([C:11]([OH:18])=[O:13])[CH2:10][CH2:9]2)[CH:5]=[CH:4][N:3]=1, predict the reactants needed to synthesize it. The reactants are: [CH3:1][C:2]1[CH:7]=[C:6]([C:8]2([C:11]#N)[CH2:10][CH2:9]2)[CH:5]=[CH:4][N:3]=1.[OH-:13].[Na+].Cl.C(O)C[OH:18]. (6) Given the product [CH:35]1([C:38]2[C:39]([O:52][C@@H:53]3[CH2:58][CH2:57][CH2:56][N:55]([C:59]4[CH:64]=[CH:63][C:62]([F:65])=[CH:61][N:60]=4)[CH2:54]3)=[CH:40][C:41]([F:51])=[C:42]([CH:50]=2)[C:43]([OH:45])=[O:44])[CH2:37][CH2:36]1, predict the reactants needed to synthesize it. The reactants are: ClC1C=C(F)C=CC=1COC1CCN(CC2C(C3CC3)=CC(C(OC(C)(C)C)=O)=C(F)C=2)CC1.[CH:35]1([C:38]2[C:39]([O:52][C@@H:53]3[CH2:58][CH2:57][CH2:56][N:55]([C:59]4[CH:64]=[CH:63][C:62]([F:65])=[CH:61][N:60]=4)[CH2:54]3)=[CH:40][C:41]([F:51])=[C:42]([CH:50]=2)[C:43]([O:45]C(C)(C)C)=[O:44])[CH2:37][CH2:36]1. (7) Given the product [CH3:1][O:9][C:8](=[O:10])[C:7]1[CH:11]=[C:12]([N+:15]([O-:17])=[O:16])[CH:13]=[CH:14][C:6]=1[CH3:5], predict the reactants needed to synthesize it. The reactants are: [C:1](Cl)(=O)C.[CH3:5][C:6]1[CH:14]=[CH:13][C:12]([N+:15]([O-:17])=[O:16])=[CH:11][C:7]=1[C:8]([OH:10])=[O:9]. (8) The reactants are: [CH3:1][C:2]([S@:5]([NH2:7])=[O:6])([CH3:4])[CH3:3].[O:8]1[CH2:13][CH2:12][CH2:11][CH2:10][CH:9]1[N:14]1[C:18]2[CH:19]=[CH:20][C:21]([C:23](=O)[CH3:24])=[CH:22][C:17]=2[N:16]=[CH:15]1.CCC(C)[BH-](C(C)CC)C(C)CC.[Li+].CO. Given the product [CH3:1][C:2]([S@@:5]([NH:7][C@H:23]([C:21]1[CH:20]=[CH:19][C:18]2[N:14]([CH:9]3[CH2:10][CH2:11][CH2:12][CH2:13][O:8]3)[CH:15]=[N:16][C:17]=2[CH:22]=1)[CH3:24])=[O:6])([CH3:4])[CH3:3], predict the reactants needed to synthesize it. (9) Given the product [ClH:20].[C:17]([O:16][C:7]1[CH:6]=[CH:5][C:4]2[C:9](=[CH:10][CH:11]=[C:2]([Br:1])[CH:3]=2)[C:8]=1[CH2:12][N:13]([CH3:14])[CH3:15])(=[O:19])[CH3:18], predict the reactants needed to synthesize it. The reactants are: [Br:1][C:2]1[CH:3]=[C:4]2[C:9](=[CH:10][CH:11]=1)[C:8]([CH2:12][N:13]([CH3:15])[CH3:14])=[C:7]([OH:16])[CH:6]=[CH:5]2.[C:17]([Cl:20])(=[O:19])[CH3:18].